Predict the reactants needed to synthesize the given product. From a dataset of Full USPTO retrosynthesis dataset with 1.9M reactions from patents (1976-2016). (1) Given the product [CH3:34][C:5]1[CH:4]=[CH:3][C:2]([C:37]2[NH:36][N:35]=[CH:39][CH:38]=2)=[CH:7][C:6]=1[NH:8][C:9](=[O:33])[C:10]1[CH:11]=[CH:12][C:13]([NH:16][C:17]2[N:26]=[C:25]([C:27]3[CH:32]=[CH:31][CH:30]=[CH:29][CH:28]=3)[C:24]3[C:19](=[CH:20][CH:21]=[CH:22][CH:23]=3)[N:18]=2)=[CH:14][CH:15]=1, predict the reactants needed to synthesize it. The reactants are: Br[C:2]1[CH:3]=[CH:4][C:5]([CH3:34])=[C:6]([NH:8][C:9](=[O:33])[C:10]2[CH:15]=[CH:14][C:13]([NH:16][C:17]3[N:26]=[C:25]([C:27]4[CH:32]=[CH:31][CH:30]=[CH:29][CH:28]=4)[C:24]4[C:19](=[CH:20][CH:21]=[CH:22][CH:23]=4)[N:18]=3)=[CH:12][CH:11]=2)[CH:7]=1.[N:35]1[N:36](B(O)O)[CH:37]=[CH:38][CH:39]=1.C(=O)([O-])[O-].[K+].[K+]. (2) Given the product [Cl:1][C:2]1[CH:7]=[CH:6][CH:5]=[CH:4][C:3]=1[N:8]1[C:12]([S:13][C:14]2[CH:19]=[CH:18][N:17]=[C:16]([O:20][CH3:21])[CH:15]=2)=[CH:11][C:10]([CH:22]=[O:23])=[N:9]1, predict the reactants needed to synthesize it. The reactants are: [Cl:1][C:2]1[CH:7]=[CH:6][CH:5]=[CH:4][C:3]=1[N:8]1[C:12]([S:13][C:14]2[CH:19]=[CH:18][N:17]=[C:16]([O:20][CH3:21])[CH:15]=2)=[CH:11][C:10]([C:22](OCC)=[O:23])=[N:9]1.[H-].C([Al+]CC(C)C)C(C)C.C1(C)C=CC=CC=1.O.O.O.O.O.O.O.O.O.O.[O-]S([O-])(=O)=O.[Na+].[Na+]. (3) Given the product [CH2:1]([O:8][C:9]([N:11]1[CH2:16][CH2:15][C:14]2[O:17][C:18]([C:20](=[O:28])[NH:21][CH2:22][CH:23]=[O:24])=[N:19][C:13]=2[CH2:12]1)=[O:10])[C:2]1[CH:7]=[CH:6][CH:5]=[CH:4][CH:3]=1, predict the reactants needed to synthesize it. The reactants are: [CH2:1]([O:8][C:9]([N:11]1[CH2:16][CH2:15][C:14]2[O:17][C:18]([C:20](=[O:28])[NH:21][CH2:22][CH:23](OC)[O:24]C)=[N:19][C:13]=2[CH2:12]1)=[O:10])[C:2]1[CH:7]=[CH:6][CH:5]=[CH:4][CH:3]=1.C(O)(C(F)(F)F)=O. (4) The reactants are: [ClH:1].Cl.[NH2:3][C@@H:4]1[CH2:6][C@H:5]1[C:7]1[CH:8]=[C:9]([CH:19]=[CH:20][CH:21]=1)[C:10]([NH:12][C:13]1[S:17][C:16]([CH3:18])=[N:15][CH:14]=1)=[O:11].[O:22]1[CH2:27][CH2:26][C:25](=O)[CH2:24][CH2:23]1.C(=O)([O-])O.[Na+]. Given the product [ClH:1].[ClH:1].[CH3:18][C:16]1[S:17][C:13]([NH:12][C:10](=[O:11])[C:9]2[CH:19]=[CH:20][CH:21]=[C:7]([C@@H:5]3[CH2:6][C@H:4]3[NH:3][CH:25]3[CH2:26][CH2:27][O:22][CH2:23][CH2:24]3)[CH:8]=2)=[CH:14][N:15]=1, predict the reactants needed to synthesize it. (5) The reactants are: [CH2:1]([C:3]1[CH:12]=[CH:11][C:10]2[C:5](=[CH:6][CH:7]=[CH:8][C:9]=2[N:13]=[CH:14][C:15]([C:30]([F:33])([F:32])[F:31])([OH:29])[CH2:16][C:17]([C:20]2[CH:25]=[C:24]([F:26])[CH:23]=[CH:22][C:21]=2[O:27]C)([CH3:19])[CH3:18])[N:4]=1)[CH3:2].B(Br)(Br)Br.CO. Given the product [CH2:1]([C:3]1[CH:12]=[CH:11][C:10]2[C:5](=[CH:6][CH:7]=[CH:8][C:9]=2[NH:13][CH2:14][C:15]([C:30]([F:31])([F:32])[F:33])([OH:29])[CH2:16][C:17]([C:20]2[CH:25]=[C:24]([F:26])[CH:23]=[CH:22][C:21]=2[OH:27])([CH3:19])[CH3:18])[N:4]=1)[CH3:2], predict the reactants needed to synthesize it. (6) Given the product [CH2:9]([N:16]1[CH2:21][CH2:20][C:19]([C:22]([C:2]2[CH:7]=[CH:6][C:5]([F:8])=[CH:4][CH:3]=2)=[O:33])([C:24]2[CH:29]=[CH:28][C:27]([F:30])=[CH:26][CH:25]=2)[CH2:18][CH2:17]1)[C:10]1[CH:15]=[CH:14][CH:13]=[CH:12][CH:11]=1, predict the reactants needed to synthesize it. The reactants are: Br[C:2]1[CH:7]=[CH:6][C:5]([F:8])=[CH:4][CH:3]=1.[CH2:9]([N:16]1[CH2:21][CH2:20][C:19]([C:24]2[CH:29]=[CH:28][C:27]([F:30])=[CH:26][CH:25]=2)([C:22]#N)[CH2:18][CH2:17]1)[C:10]1[CH:15]=[CH:14][CH:13]=[CH:12][CH:11]=1.C([O:33]CC)C. (7) Given the product [Si:1]([O:8][CH2:9][C:10]1[CH:11]=[CH:12][C:13]([CH2:16][O:17][C:19]2[C:28]3[C:23](=[CH:24][CH:25]=[CH:26][CH:27]=3)[C:22]3=[N:29][N:30]=[C:31]([C:32]4[CH:36]=[C:35]([CH3:37])[O:34][N:33]=4)[N:21]3[N:20]=2)=[N:14][CH:15]=1)([C:4]([CH3:7])([CH3:6])[CH3:5])([CH3:3])[CH3:2], predict the reactants needed to synthesize it. The reactants are: [Si:1]([O:8][CH2:9][C:10]1[CH:11]=[CH:12][C:13]([CH2:16][OH:17])=[N:14][CH:15]=1)([C:4]([CH3:7])([CH3:6])[CH3:5])([CH3:3])[CH3:2].Cl[C:19]1[C:28]2[C:23](=[CH:24][CH:25]=[CH:26][CH:27]=2)[C:22]2=[N:29][N:30]=[C:31]([C:32]3[CH:36]=[C:35]([CH3:37])[O:34][N:33]=3)[N:21]2[N:20]=1.C1C2C(=CC=CC=2)C=NN=1. (8) Given the product [CH:1]1([N:6]2[C:14]3[CH:13]=[C:12]([C:38]4[CH:45]=[CH:44][C:41]([CH:42]=[O:43])=[CH:40][N:39]=4)[CH:11]=[C:10]([C:24]([NH:26][CH2:27][C:28]4[C:29](=[O:36])[NH:30][C:31]([CH3:35])=[CH:32][C:33]=4[CH3:34])=[O:25])[C:9]=3[CH:8]=[N:7]2)[CH2:5][CH2:4][CH2:3][CH2:2]1, predict the reactants needed to synthesize it. The reactants are: [CH:1]1([N:6]2[C:14]3[CH:13]=[C:12](B4OC(C)(C)C(C)(C)O4)[CH:11]=[C:10]([C:24]([NH:26][CH2:27][C:28]4[C:29](=[O:36])[NH:30][C:31]([CH3:35])=[CH:32][C:33]=4[CH3:34])=[O:25])[C:9]=3[CH:8]=[N:7]2)[CH2:5][CH2:4][CH2:3][CH2:2]1.Br[C:38]1[CH:45]=[CH:44][C:41]([CH:42]=[O:43])=[CH:40][N:39]=1.C([O-])([O-])=O.[Cs+].[Cs+]. (9) Given the product [C:44]1([C:51]2[CH:52]=[CH:53][CH:54]=[CH:55][CH:56]=2)[CH:49]=[CH:48][CH:47]=[C:46]([NH:50][C:32]([NH:21][C:20]2[CH:22]=[CH:23][C:17]([C:5]3[C:6]([C:8]4[CH:13]=[CH:12][N:11]=[C:10]5[NH:14][CH:15]=[CH:16][C:9]=45)=[CH:7][N:3]([CH2:1][CH3:2])[N:4]=3)=[CH:18][CH:19]=2)=[O:33])[CH:45]=1, predict the reactants needed to synthesize it. The reactants are: [CH2:1]([N:3]1[CH:7]=[C:6]([C:8]2[CH:13]=[CH:12][N:11]=[C:10]3[NH:14][CH:15]=[CH:16][C:9]=23)[C:5]([C:17]2[CH:23]=[CH:22][C:20]([NH2:21])=[CH:19][CH:18]=2)=[N:4]1)[CH3:2].C(N(CC)CC)C.Cl[C:32](OC1C=CC([N+]([O-])=O)=CC=1)=[O:33].[C:44]1([C:51]2[CH:56]=[CH:55][CH:54]=[CH:53][CH:52]=2)[CH:49]=[CH:48][CH:47]=[C:46]([NH2:50])[CH:45]=1. (10) Given the product [N:1]1[C:10]2[C:5](=[CH:6][CH:7]=[C:8]([NH:11][C:12]([C:14]3[CH:19]=[CH:18][C:17]([C:20]4[CH:25]=[CH:24][CH:23]=[CH:22][C:21]=4[CH2:26][OH:27])=[CH:16][CH:15]=3)=[O:13])[CH:9]=2)[CH:4]=[CH:3][CH:2]=1, predict the reactants needed to synthesize it. The reactants are: [N:1]1[C:10]2[C:5](=[CH:6][CH:7]=[C:8]([NH:11][C:12]([C:14]3[CH:19]=[CH:18][C:17]([C:20]4[CH:25]=[CH:24][CH:23]=[CH:22][C:21]=4[CH:26]=[O:27])=[CH:16][CH:15]=3)=[O:13])[CH:9]=2)[CH:4]=[CH:3][CH:2]=1.[BH4-].[Na+].